This data is from Full USPTO retrosynthesis dataset with 1.9M reactions from patents (1976-2016). The task is: Predict the reactants needed to synthesize the given product. (1) Given the product [OH:9][C@H:6]1[CH2:7][CH2:8][C@H:4]([N:1]2[C:38]3=[N:37][C:36]([NH:19][C:22]4[CH:23]=[CH:30][CH:29]=[CH:28][CH:33]=4)=[N:41][CH:40]=[C:39]3[CH2:43][N:44]([C:45]3[CH:50]=[CH:49][C:48]([O:51][CH3:52])=[CH:47][CH:46]=3)[C:24]2=[O:25])[CH2:5]1, predict the reactants needed to synthesize it. The reactants are: [N:1]([C@H:4]1[CH2:8][CH2:7][C@H:6]([O:9][Si](C(C)(C)C)(C)C)[CH2:5]1)=[N+]=[N-].C([N:19]([CH2:22][CH3:23])CC)C.[C:24](Cl)(Cl)=[O:25].[C:28]1(C)[CH:33]=CC=[CH:30][CH:29]=1.Cl[C:36]1[N:41]=[C:40](Cl)[C:39]([CH2:43][NH:44][C:45]2[CH:50]=[CH:49][C:48]([O:51][CH3:52])=[CH:47][CH:46]=2)=[CH:38][N:37]=1.C([Li])CCC. (2) Given the product [CH3:28][N:9]1[C:8]2[N:7]=[C:5]([C:4]3[CH:29]=[CH:30][CH:31]=[C:2]([CH3:1])[CH:3]=3)[N:14]([CH2:15][C:16]3[CH:17]=[CH:18][C:19]([C:22]([F:23])([F:24])[F:25])=[CH:20][CH:21]=3)[C:13]=2[C:12](=[O:26])[NH:11][C:10]1=[O:27], predict the reactants needed to synthesize it. The reactants are: [CH3:1][C:2]1[CH:3]=[C:4]([CH:29]=[CH:30][CH:31]=1)[C:5]([NH:7][C:8]1[N:9]([CH3:28])[C:10](=[O:27])[NH:11][C:12](=[O:26])[C:13]=1[NH:14][CH2:15][C:16]1[CH:21]=[CH:20][C:19]([C:22]([F:25])([F:24])[F:23])=[CH:18][CH:17]=1)=O.[OH-].[Na+].